The task is: Predict which catalyst facilitates the given reaction.. This data is from Catalyst prediction with 721,799 reactions and 888 catalyst types from USPTO. (1) Reactant: I[C:2]1[C:10]2[C:9]([N:11]3[CH2:16][CH2:15][O:14][CH2:13][CH2:12]3)=[N:8][CH:7]=[N:6][C:5]=2[N:4]([CH2:17][O:18][CH2:19][CH2:20][Si:21]([CH3:24])([CH3:23])[CH3:22])[CH:3]=1.[CH3:25][C:26]1([CH3:33])[C:30]([CH3:32])([CH3:31])[O:29][BH:28][O:27]1.C(N(CC)CC)C.C1(P(C2CCCCC2)C2C=CC=CC=2C2C(C(C)C)=CC(C(C)C)=CC=2C(C)C)CCCCC1. Product: [N:11]1([C:9]2[C:10]3[C:2]([B:28]4[O:29][C:30]([CH3:32])([CH3:31])[C:26]([CH3:33])([CH3:25])[O:27]4)=[CH:3][N:4]([CH2:17][O:18][CH2:19][CH2:20][Si:21]([CH3:24])([CH3:23])[CH3:22])[C:5]=3[N:6]=[CH:7][N:8]=2)[CH2:16][CH2:15][O:14][CH2:13][CH2:12]1. The catalyst class is: 333. (2) The catalyst class is: 1. Product: [C:9]1([C:6]2[CH:5]=[CH:4][C:3]([O:2][CH3:1])=[CH:8][N:7]=2)[CH2:12][CH2:11][CH:10]=1. Reactant: [CH3:1][O:2][C:3]1[CH:4]=[CH:5][C:6]([C:9]2(O)[CH2:12][CH2:11][CH2:10]2)=[N:7][CH:8]=1.[H-].[Na+].CS(Cl)(=O)=O.